Dataset: Reaction yield outcomes from USPTO patents with 853,638 reactions. Task: Predict the reaction yield, written as a fraction of the theoretical maximum amount of product (1.0 means a 100% yield; for example, 0.34 means a 34% yield). (1) The reactants are [C:1]1([C:3](=[CH:5][CH:6]=[CH:7][CH:8]=1)[OH:4])[OH:2].[C:9]1(=O)[CH2:14][CH2:13][CH2:12][CH2:11][CH2:10]1. The catalyst is C1(C)C=CC=CC=1.C1(C)C=CC(S(O)(=O)=O)=CC=1. The product is [C:9]12([O:4][C:3]3[CH:5]=[CH:6][CH:7]=[CH:8][C:1]=3[O:2]1)[CH2:14][CH2:13][CH2:12][CH2:11][CH2:10]2. The yield is 0.350. (2) The reactants are Br[C:2]1[C:3]([F:10])=[C:4]([NH2:9])[CH:5]=[CH:6][C:7]=1[F:8].[F:11][C:12]1[C:13](B2OC(C)(C)C(C)(C)O2)=[C:14]([CH:17]=[CH:18][CH:19]=1)[C:15]#[N:16]. No catalyst specified. The product is [NH2:9][C:4]1[C:3]([F:10])=[C:2]([C:13]2[C:14]([C:15]#[N:16])=[CH:17][CH:18]=[CH:19][C:12]=2[F:11])[C:7]([F:8])=[CH:6][CH:5]=1. The yield is 0.250.